This data is from Full USPTO retrosynthesis dataset with 1.9M reactions from patents (1976-2016). The task is: Predict the reactants needed to synthesize the given product. (1) Given the product [Cl:24][C:21]1[CH:20]=[CH:19][C:18]([C@@H:14]([C@@H:9]2[CH2:10][O:11][CH2:12][CH2:13][N:8]2[C:6]([O:5][C:1]([CH3:3])([CH3:4])[CH3:2])=[O:7])[C:15]([N:40]2[CH2:41][CH2:42][N:37]([C:35]3[C:36]4[C@H:28]([CH3:27])[CH2:29][C@H:30]([OH:43])[C:31]=4[N:32]=[CH:33][N:34]=3)[CH2:38][CH2:39]2)=[O:17])=[CH:23][CH:22]=1, predict the reactants needed to synthesize it. The reactants are: [C:1]([O:5][C:6]([N:8]1[CH2:13][CH2:12][O:11][CH2:10][C@H:9]1[C@H:14]([C:18]1[CH:23]=[CH:22][C:21]([Cl:24])=[CH:20][CH:19]=1)[C:15]([OH:17])=O)=[O:7])([CH3:4])([CH3:3])[CH3:2].Cl.Cl.[CH3:27][C@H:28]1[C:36]2[C:35]([N:37]3[CH2:42][CH2:41][NH:40][CH2:39][CH2:38]3)=[N:34][CH:33]=[N:32][C:31]=2[C@@H:30]([OH:43])[CH2:29]1.C(N(C(C)C)CC)(C)C.CN(C(ON1N=NC2C=CC=CC1=2)=[N+](C)C)C.F[P-](F)(F)(F)(F)F. (2) Given the product [NH2:41][C:11]1[CH:10]=[C:9]([C:4]2[CH:5]=[CH:6][C:7]([F:8])=[C:2]([F:1])[CH:3]=2)[CH:14]=[CH:13][C:12]=1[C:15]([NH:17][C@H:18]([C:31]([O:33][CH2:34][C:35]1[CH:36]=[CH:37][CH:38]=[CH:39][CH:40]=1)=[O:32])[CH2:19][CH2:20][C:21]([O:23][CH2:24][C:25]1[CH:26]=[CH:27][CH:28]=[CH:29][CH:30]=1)=[O:22])=[O:16], predict the reactants needed to synthesize it. The reactants are: [F:1][C:2]1[CH:3]=[C:4]([C:9]2[CH:14]=[CH:13][C:12]([C:15]([NH:17][C@H:18]([C:31]([O:33][CH2:34][C:35]3[CH:40]=[CH:39][CH:38]=[CH:37][CH:36]=3)=[O:32])[CH2:19][CH2:20][C:21]([O:23][CH2:24][C:25]3[CH:30]=[CH:29][CH:28]=[CH:27][CH:26]=3)=[O:22])=[O:16])=[C:11]([N+:41]([O-])=O)[CH:10]=2)[CH:5]=[CH:6][C:7]=1[F:8].[H][H].CCCCCC.